Dataset: Experimentally validated miRNA-target interactions with 360,000+ pairs, plus equal number of negative samples. Task: Binary Classification. Given a miRNA mature sequence and a target amino acid sequence, predict their likelihood of interaction. (1) The miRNA is hsa-miR-6511a-5p with sequence CAGGCAGAAGUGGGGCUGACAGG. The protein sequence of the target gene is MEIGWMHNRRQRQVLVFFVLLSLSGAGAELGSYSVVEETERGSFVANLGKDLGLGLTEMSTRKARIISQGNKQHLQLKAQTGDLLINEKLDREELCGPTEPCILHFQVLMENPLEIFQAELRVIDINDHSPMFTEKEMILKIPENSPLGTEFPLNHALDLDVGSNNVQNYKISPSSHFRVLIHEFRDGRKYPELVLDKELDREEEPQLRLTLTALDGGSPPRSGTAQVRIEVVDINDNAPEFEQPIYKVQIPENSPLGSLVATVSARDLDGGANGKISYTLFQPSEDISKTLEVNPMTGE.... Result: 1 (interaction). (2) The miRNA is hsa-miR-6845-3p with sequence CCUCUCCUCCCUGUGCCCCAG. The protein sequence of the target gene is MGAPALPQIWQLYLKNYRIATFKNWPFLEDCACTPERMAEAGFIHCPTENEPDLAQCFFCFKELEGWEPDDNPIEEHRKHSPGCAFLTVKKQMEELTVSEFLKLDRQRAKNKIAKETNNKQKEFEETAKTTRQSIEQLAA. Result: 0 (no interaction). (3) The miRNA is mmu-miR-5127 with sequence UCUCCCAACCCUUUUCCCA. The protein sequence of the target gene is MAHVPARTSPGPGPQLLLLLLPLFLLLLRDVAGSHRAPAWSALPAAADGLQGDRDLQRHPGDAAATLGPSAQDMVAVHMHRLYEKYSRQGARPGGGNTVRSFRARLEVVDQKAVYFFNLTSMQDSEMILTATFHFYSEPPRWPRALEVLCKPRAKNASGRPLPLGPPTRQHLLFRSLSQNTATQGLLRGAMALAPPPRGLWQAKDISPIVKAARRDGELLLSAQLDSEERDPGVPRPSPYAPYILVYANDLAISEPNSVAVTLQRYDPFPAGDPEPRAAPNNSADPRVRRAAQATGPLQD.... Result: 0 (no interaction). (4) The miRNA is hsa-miR-545-3p with sequence UCAGCAAACAUUUAUUGUGUGC. The protein sequence of the target gene is MEALGPGPPASLFQPPRRPGLGTVGKPIRLLANHFQVQIPKIDVYHYDVDIKPEKRPRRVNREVVDTMVRHFKMQIFGDRQPGYDGKRNMYTAHPLPIGRDRVDMEVTLPGEGKDQTFKVSVQWVSVVSLQLLLEALAGHLNEVPDDSVQALDVITRHLPSMRYTPVGRSFFSPPEGYYHPLGGGREVWFGFHQSVRPAMWNMMLNIDVSATAFYRAQPIIEFMCEVLDIQNINEQTKPLTDSQRVKFTKEIRGLKVEVTHCGQMKRKYRVCNVTRRPASHQTFPLQLENGQAMECTVAQ.... Result: 1 (interaction). (5) The miRNA is mmu-let-7b-5p with sequence UGAGGUAGUAGGUUGUGUGGUU. The protein sequence of the target gene is MGDEMDAMIPEREMKDFQFRALKKVRIFDSPEELPKERSSVLTISNKYGMLFAGGTNGLNVFPTKSLLIQNKPGDDPNKIVDTIQGLNVPMKFPVHHLALSCDSLTLSACMMSSEYGSIIAFFDVRTFSNQAKPLKRPFTYHKVSNDASGMVNDMKWNPTVPSMVAVCLADGSISVLQVTDVVKVCATLPPSTGVTCVCWSPKGKQLAVGKQNGTVVQYLPTLQEKKVIPCPPFYESDHPVRVLDVLWIGTYVFTIVYAGADGTLETCPDVVMALLPKKEEKHPEIFVNFMEPCYSSCTE.... Result: 1 (interaction). (6) The miRNA is hsa-miR-4646-5p with sequence ACUGGGAAGAGGAGCUGAGGGA. The protein sequence of the target gene is MAKYVSLTEANEELKVLMDENQTSRPVAVHTSTVNPLGKQLLPKTFGQSSVNIDQQVVIGMPQRPAASNIPVVGSPNPPSTHFASQNQHSYSSPPWAGQHNRKGEKNGMGLCRLSMKVWETVQRKGTTSCQEVVGELVAKFRAASNHASPNESAYDVKNIKRRTYDALNVLMAMNIISREKKKIKWIGLTTNSAQNCQNLRVERQKRLERIKQKQSELQQLILQQIAFKNLVLRNQYVEEQVSQRPLPNSVIHVPFIIISSSKKTVINCSISDDKSEYLFKFNSSFEIHDDTEVLMWMGM.... Result: 0 (no interaction). (7) The miRNA is rno-miR-133a-5p with sequence AGCUGGUAAAAUGGAACCAAAU. The protein sequence of the target gene is MEDGCPRIRRRVSVRKRNRGNLENLRASPTPAELQPAEDTEDEAAAGSRRRKTGSPEHAQENDSEEDMFGDYDSFTESSFLAHVDDLEQRYMQLPECGDRDADSGTKDLCSAGLKNNLRVTTVINLTDPETSEHGQKQSHLDVPAEPEPGSDLSFDVPSSQILYFENPQNSPEALGDPCTKKTNGDPQKSSHEELVSSHTEQPEPNNDFSNVRAASESSRRKSLKDHLKSTMAGNARAQTPAFPRSKHLREALLSEEISVAKKAIESPSDDLGPFYSLPSKVRDLYVQLKGIKKLYDWQH.... Result: 0 (no interaction). (8) Result: 1 (interaction). The miRNA is hsa-miR-6856-3p with sequence UACAGCCCUGUGAUCUUUCCAG. The protein sequence of the target gene is MSAGGGRAFAWQVFPPMPTCRVYGTVAHQDGHLLVLGGCGRAGLPLDTAETLDMASHTWLALAPLPTARAGAAAVVLGKQVLVVGGVDEVQSPVAAVEAFLMDEGRWERRATLPQAAMGVATVERDGMVYALGGMGPDTAPQAQVRVYEPRRDCWLSLPSMPTPCYGASTFLHGNKIYVLGGRQGKLPVTAFEAFDLEARTWTRHPSLPSRRAFAGCAMAEGSVFSLGGLQQPGPHNFYSRPHFVNTVEMFDLEHGSWTKLPRSLRMRDKRADFVVGSLGGHIVAIGGLGNQPCPLGSVE.... (9) The miRNA is hsa-miR-6874-3p with sequence CAGUUCUGCUGUUCUGACUCUAG. The protein sequence of the target gene is METAPKPGRGVPPKRDKPQAKRKKPRRYWEEETTPAAVATSPGPPRKKARTGESRPPRSKSAHIAQKSRFSKKPPISKTAPDWKKPQRTLSGAQDPFPGPVPAPLEEARKFCRIDKSKTLPHSKPKTQSKLEKAEAQEEEASVRAARAELLLAEEPGFLVGEDGEDTAKILQTDIVEAVDIASAAKHFDLNLRQFGPYRLNYSRTGRHLALGGRRGHVAALDWVTKKLMCEINVMEAVRDIHFLHSEALLAVAQNRWLYIYDNQGIELHCIRRCDRVTRLEFLPFHFLLATTSETGFLTY.... Result: 0 (no interaction).